This data is from NCI-60 drug combinations with 297,098 pairs across 59 cell lines. The task is: Regression. Given two drug SMILES strings and cell line genomic features, predict the synergy score measuring deviation from expected non-interaction effect. (1) Drug 1: CC(CN1CC(=O)NC(=O)C1)N2CC(=O)NC(=O)C2. Drug 2: CC1C(C(CC(O1)OC2CC(CC3=C2C(=C4C(=C3O)C(=O)C5=CC=CC=C5C4=O)O)(C(=O)C)O)N)O. Cell line: CAKI-1. Synergy scores: CSS=46.5, Synergy_ZIP=-1.72, Synergy_Bliss=-0.574, Synergy_Loewe=3.73, Synergy_HSA=4.90. (2) Drug 1: CCC1=CC2CC(C3=C(CN(C2)C1)C4=CC=CC=C4N3)(C5=C(C=C6C(=C5)C78CCN9C7C(C=CC9)(C(C(C8N6C)(C(=O)OC)O)OC(=O)C)CC)OC)C(=O)OC.C(C(C(=O)O)O)(C(=O)O)O. Drug 2: C1C(C(OC1N2C=NC3=C(N=C(N=C32)Cl)N)CO)O. Cell line: HS 578T. Synergy scores: CSS=60.2, Synergy_ZIP=1.90, Synergy_Bliss=2.36, Synergy_Loewe=-0.911, Synergy_HSA=0.898. (3) Drug 1: CC12CCC(CC1=CCC3C2CCC4(C3CC=C4C5=CN=CC=C5)C)O. Drug 2: CC1=CC=C(C=C1)C2=CC(=NN2C3=CC=C(C=C3)S(=O)(=O)N)C(F)(F)F. Cell line: MDA-MB-435. Synergy scores: CSS=4.38, Synergy_ZIP=0.369, Synergy_Bliss=2.58, Synergy_Loewe=-3.32, Synergy_HSA=-0.131. (4) Drug 1: CCC1=CC2CC(C3=C(CN(C2)C1)C4=CC=CC=C4N3)(C5=C(C=C6C(=C5)C78CCN9C7C(C=CC9)(C(C(C8N6C)(C(=O)OC)O)OC(=O)C)CC)OC)C(=O)OC.C(C(C(=O)O)O)(C(=O)O)O. Drug 2: CC1CCCC2(C(O2)CC(NC(=O)CC(C(C(=O)C(C1O)C)(C)C)O)C(=CC3=CSC(=N3)C)C)C. Cell line: ACHN. Synergy scores: CSS=15.2, Synergy_ZIP=1.67, Synergy_Bliss=2.94, Synergy_Loewe=1.83, Synergy_HSA=1.41. (5) Cell line: OVCAR-8. Drug 2: CCCCC(=O)OCC(=O)C1(CC(C2=C(C1)C(=C3C(=C2O)C(=O)C4=C(C3=O)C=CC=C4OC)O)OC5CC(C(C(O5)C)O)NC(=O)C(F)(F)F)O. Drug 1: CC1C(C(=O)NC(C(=O)N2CCCC2C(=O)N(CC(=O)N(C(C(=O)O1)C(C)C)C)C)C(C)C)NC(=O)C3=C4C(=C(C=C3)C)OC5=C(C(=O)C(=C(C5=N4)C(=O)NC6C(OC(=O)C(N(C(=O)CN(C(=O)C7CCCN7C(=O)C(NC6=O)C(C)C)C)C)C(C)C)C)N)C. Synergy scores: CSS=65.7, Synergy_ZIP=14.2, Synergy_Bliss=16.6, Synergy_Loewe=16.6, Synergy_HSA=17.0.